Dataset: NCI-60 drug combinations with 297,098 pairs across 59 cell lines. Task: Regression. Given two drug SMILES strings and cell line genomic features, predict the synergy score measuring deviation from expected non-interaction effect. Drug 1: CC1C(C(CC(O1)OC2CC(CC3=C2C(=C4C(=C3O)C(=O)C5=C(C4=O)C(=CC=C5)OC)O)(C(=O)C)O)N)O.Cl. Drug 2: CCCCCOC(=O)NC1=NC(=O)N(C=C1F)C2C(C(C(O2)C)O)O. Cell line: SNB-19. Synergy scores: CSS=19.7, Synergy_ZIP=-4.47, Synergy_Bliss=1.07, Synergy_Loewe=-26.2, Synergy_HSA=1.60.